This data is from TCR-epitope binding with 47,182 pairs between 192 epitopes and 23,139 TCRs. The task is: Binary Classification. Given a T-cell receptor sequence (or CDR3 region) and an epitope sequence, predict whether binding occurs between them. (1) The epitope is VLAWLYAAV. The TCR CDR3 sequence is CSVGQNSANTGELFF. Result: 0 (the TCR does not bind to the epitope). (2) The epitope is GTSGSPIIDK. The TCR CDR3 sequence is CASSSDPRGQGFEQYF. Result: 0 (the TCR does not bind to the epitope).